Predict the product of the given reaction. From a dataset of Forward reaction prediction with 1.9M reactions from USPTO patents (1976-2016). (1) Given the reactants [Br:1][C:2]1[C:3]([F:14])=[C:4]([F:13])[C:5]([F:12])=[C:6]([S:8](Cl)(=[O:10])=[O:9])[CH:7]=1.[OH:15][C:16]1[CH:17]=[C:18]([CH:20]=[CH:21][C:22]=1[O:23][CH3:24])[NH2:19], predict the reaction product. The product is: [Br:1][C:2]1[CH:7]=[C:6]([S:8]([NH:19][C:18]2[CH:20]=[CH:21][C:22]([O:23][CH3:24])=[C:16]([OH:15])[CH:17]=2)(=[O:10])=[O:9])[C:5]([F:12])=[C:4]([F:13])[C:3]=1[F:14]. (2) Given the reactants C([N:8]1[CH2:13][CH2:12][C:11]2[O:14][C:15]([C:17]3[CH:22]=[CH:21][CH:20]=[CH:19][CH:18]=3)=[CH:16][C:10]=2[CH2:9]1)C1C=CC=CC=1.[H][H], predict the reaction product. The product is: [C:17]1([C:15]2[O:14][C:11]3[CH2:12][CH2:13][NH:8][CH2:9][C:10]=3[CH:16]=2)[CH:18]=[CH:19][CH:20]=[CH:21][CH:22]=1. (3) Given the reactants [OH:1][C:2]1([CH:6]2[N:11]([CH2:12][C:13]3[CH:18]=[CH:17][CH:16]=[CH:15][CH:14]=3)[C:10](=O)[CH2:9][N:8]([CH2:20][C:21]3[CH:26]=[CH:25][CH:24]=[CH:23][CH:22]=3)[C:7]2=O)[CH2:5][NH:4][CH2:3]1.[BH4-].[Na+].[CH3:30][OH:31].Cl, predict the reaction product. The product is: [C:13]1([CH2:12][N:11]2[CH2:10][CH2:9][N:8]([CH2:20][C:21]3[CH:22]=[CH:23][CH:24]=[CH:25][CH:26]=3)[CH2:7][CH:6]2[C:2]2([OH:1])[CH2:5][N:4]([C:30]([O:1][C:2]([CH3:6])([CH3:5])[CH3:3])=[O:31])[CH2:3]2)[CH:14]=[CH:15][CH:16]=[CH:17][CH:18]=1. (4) Given the reactants B(F)(F)F.CCOCC.[CH3:10][O:11][C:12]([N:14]1[CH2:20][CH2:19][C:18]2([C:21]3[CH:26]=[CH:25][CH:24]=[CH:23][CH:22]=3)[CH:16]([O:17]2)[CH2:15]1)=[O:13], predict the reaction product. The product is: [CH3:10][O:11][C:12]([N:14]1[CH2:20][CH2:19][C:18]([CH:16]=[O:17])([C:21]2[CH:22]=[CH:23][CH:24]=[CH:25][CH:26]=2)[CH2:15]1)=[O:13]. (5) Given the reactants [Br:1][C:2]1[CH:7]=[C:6]([F:8])[CH:5]=[CH:4][C:3]=1[F:9].C([N-]C(C)C)(C)C.[Li+].CN(C)[CH:20]=[O:21].C(O)(=O)C, predict the reaction product. The product is: [Br:1][C:2]1[C:3]([F:9])=[CH:4][CH:5]=[C:6]([F:8])[C:7]=1[CH:20]=[O:21]. (6) Given the reactants [CH3:1][C:2]1[CH:3]=[C:4]([C:19]2[CH:24]=[CH:23][CH:22]=[C:21]([C:25]#[N:26])[CH:20]=2)[CH:5]=[C:6]([NH:8][C:9]2[N:14]=[C:13]([C:15]([F:18])([F:17])[F:16])[CH:12]=[CH:11][N:10]=2)[CH:7]=1.[N-:27]=[N+:28]=[N-:29].[Na+], predict the reaction product. The product is: [CH3:1][C:2]1[CH:7]=[C:6]([NH:8][C:9]2[N:14]=[C:13]([C:15]([F:18])([F:17])[F:16])[CH:12]=[CH:11][N:10]=2)[CH:5]=[C:4]([C:19]2[CH:24]=[CH:23][CH:22]=[C:21]([C:25]3[NH:29][N:28]=[N:27][N:26]=3)[CH:20]=2)[CH:3]=1.